This data is from Full USPTO retrosynthesis dataset with 1.9M reactions from patents (1976-2016). The task is: Predict the reactants needed to synthesize the given product. (1) Given the product [OH:9][CH2:10][C:11]([N:13]([CH3:14])[C@H:15]([CH3:37])[CH2:16][O:17][C:18]1[CH:27]=[CH:26][CH:25]=[C:24]2[C:19]=1[C:20]([NH:28][C:29]1[CH:34]=[CH:33][C:32]([O:35][CH2:2][C:3]3[CH:8]=[CH:7][CH:6]=[CH:5][N:4]=3)=[C:31]([CH3:36])[CH:30]=1)=[N:21][CH:22]=[N:23]2)=[O:12], predict the reactants needed to synthesize it. The reactants are: Cl[CH2:2][C:3]1[CH:8]=[CH:7][CH:6]=[CH:5][N:4]=1.[OH:9][CH2:10][C:11]([N:13]([C@H:15]([CH3:37])[CH2:16][O:17][C:18]1[CH:27]=[CH:26][CH:25]=[C:24]2[C:19]=1[C:20]([NH:28][C:29]1[CH:34]=[CH:33][C:32]([OH:35])=[C:31]([CH3:36])[CH:30]=1)=[N:21][CH:22]=[N:23]2)[CH3:14])=[O:12]. (2) The reactants are: [C:1]([O:5][C:6]([N:8]1[CH2:12][C@H:11]([OH:13])[CH2:10][C@@H:9]1[CH2:14][C:15]1[C:23]2[C:18](=[CH:19][CH:20]=[CH:21][CH:22]=2)[NH:17][C:16]=1[CH3:24])=[O:7])([CH3:4])([CH3:3])[CH3:2].C(N(CC)CC)C.[CH3:32][S:33](Cl)(=[O:35])=[O:34].O. Given the product [C:1]([O:5][C:6]([N:8]1[CH2:12][C@H:11]([O:13][S:33]([CH3:32])(=[O:35])=[O:34])[CH2:10][C@@H:9]1[CH2:14][C:15]1[C:23]2[C:18](=[CH:19][CH:20]=[CH:21][CH:22]=2)[NH:17][C:16]=1[CH3:24])=[O:7])([CH3:4])([CH3:3])[CH3:2], predict the reactants needed to synthesize it.